This data is from Forward reaction prediction with 1.9M reactions from USPTO patents (1976-2016). The task is: Predict the product of the given reaction. (1) Given the reactants [CH3:1][C:2]1[C:9]([C:10]([F:13])([F:12])[F:11])=[CH:8][CH:7]=[CH:6][C:3]=1[CH:4]=O.[CH2:14]([O:16][CH:17]([O:21][CH2:22]C)[CH2:18][C:19]#[N:20])C.C[O-].[Na+], predict the reaction product. The product is: [CH3:14][O:16][CH:17]([O:21][CH3:22])/[C:18](=[CH:4]/[C:3]1[CH:6]=[CH:7][CH:8]=[C:9]([C:10]([F:13])([F:12])[F:11])[C:2]=1[CH3:1])/[C:19]#[N:20]. (2) The product is: [CH3:8][N:9]1[C:21]2[CH:20]=[CH:19][C:18]([C:22]3[S:23][CH:24]=[C:25]4[C:29]=3[NH:28][C:27](=[O:30])[NH:26]4)=[CH:17][C:16]=2[C:15]2[C:10]1=[CH:11][CH:12]=[C:13]([C:38]1[S:39][CH:40]=[C:41]3[C:45]=1[NH:44][C:43](=[O:46])[NH:42]3)[CH:14]=2. Given the reactants FC(F)(F)C(O)=O.[CH3:8][N:9]1[C:21]2[CH:20]=[CH:19][C:18]([C:22]3[S:23][CH:24]=[C:25]4[C:29]=3[NH:28][C:27](=[O:30])[N:26]4C(OC(C)(C)C)=O)=[CH:17][C:16]=2[C:15]2[C:10]1=[CH:11][CH:12]=[C:13]([C:38]1[S:39][CH:40]=[C:41]3[C:45]=1[NH:44][C:43](=[O:46])[N:42]3C(OC(C)(C)C)=O)[CH:14]=2.C(=O)([O-])[O-].[Na+].[Na+], predict the reaction product. (3) Given the reactants N[C:2]1[S:3][C:4]2[C:9]([OH:10])=[N:8][C:7]([C:11]([F:14])([F:13])[F:12])=[N:6][C:5]=2[N:15]=1.N([O-])=O.[Na+].[ClH:20], predict the reaction product. The product is: [Cl:20][C:2]1[S:3][C:4]2[C:9]([OH:10])=[N:8][C:7]([C:11]([F:14])([F:13])[F:12])=[N:6][C:5]=2[N:15]=1. (4) Given the reactants Cl[CH2:2][C:3]1[N:4]=[C:5]([C:8]2[NH:9][C:10]3[C:15]([CH:16]=2)=[CH:14][C:13]([O:17][C:18]([F:21])([F:20])[F:19])=[CH:12][CH:11]=3)[O:6][CH:7]=1.[Na+].[Br:23][C:24]1[CH:29]=[CH:28][C:27]([S:30]([O-:32])=[O:31])=[CH:26][CH:25]=1, predict the reaction product. The product is: [Br:23][C:24]1[CH:29]=[CH:28][C:27]([S:30]([CH2:2][C:3]2[N:4]=[C:5]([C:8]3[NH:9][C:10]4[C:15]([CH:16]=3)=[CH:14][C:13]([O:17][C:18]([F:21])([F:20])[F:19])=[CH:12][CH:11]=4)[O:6][CH:7]=2)(=[O:32])=[O:31])=[CH:26][CH:25]=1.